This data is from Catalyst prediction with 721,799 reactions and 888 catalyst types from USPTO. The task is: Predict which catalyst facilitates the given reaction. Reactant: [CH3:1][C@@:2]1([C:15]([O:17][CH3:18])=[O:16])[CH2:6][CH2:5][C:4](=[O:7])[N:3]1C(OC(C)(C)C)=O.C(O)(C(F)(F)F)=O. Product: [CH3:1][C@@:2]1([C:15]([O:17][CH3:18])=[O:16])[CH2:6][CH2:5][C:4](=[O:7])[NH:3]1. The catalyst class is: 2.